Dataset: Reaction yield outcomes from USPTO patents with 853,638 reactions. Task: Predict the reaction yield, written as a fraction of the theoretical maximum amount of product (1.0 means a 100% yield; for example, 0.34 means a 34% yield). The reactants are [NH2:1][C@@H:2]1[CH2:7][CH2:6][CH2:5][CH2:4][C@@H:3]1[NH:8][C:9](=[O:15])[O:10][C:11]([CH3:14])([CH3:13])[CH3:12].[Cl:16][C:17]1[C:22]2[C:23](=[O:33])[N:24]([C:26]([O:28][C:29]([CH3:32])([CH3:31])[CH3:30])=[O:27])[CH2:25][C:21]=2[C:20]([F:34])=[C:19](Cl)[N:18]=1.CC(O)C.CCN(C(C)C)C(C)C. The catalyst is CS(C)=O. The product is [C:11]([O:10][C:9]([NH:8][C@H:3]1[CH2:4][CH2:5][CH2:6][CH2:7][C@H:2]1[NH:1][C:19]1[N:18]=[C:17]([Cl:16])[C:22]2[C:23](=[O:33])[N:24]([C:26]([O:28][C:29]([CH3:30])([CH3:31])[CH3:32])=[O:27])[CH2:25][C:21]=2[C:20]=1[F:34])=[O:15])([CH3:12])([CH3:14])[CH3:13]. The yield is 0.724.